Dataset: Full USPTO retrosynthesis dataset with 1.9M reactions from patents (1976-2016). Task: Predict the reactants needed to synthesize the given product. (1) Given the product [NH2:1][C:2]1[N:7]=[CH:6][C:5]([C:8]#[C:9][C:10]2[C:11]([CH2:26][CH3:27])=[N:12][CH:13]=[CH:14][C:15]=2[C:16]2[CH:24]=[CH:23][C:19]([C:20]([N:32]3[CH2:33][CH2:34][N:29]([CH3:28])[CH2:30][CH2:31]3)=[O:21])=[C:18]([Cl:25])[CH:17]=2)=[CH:4][CH:3]=1, predict the reactants needed to synthesize it. The reactants are: [NH2:1][C:2]1[N:7]=[CH:6][C:5]([C:8]#[C:9][C:10]2[C:11]([CH2:26][CH3:27])=[N:12][CH:13]=[CH:14][C:15]=2[C:16]2[CH:24]=[CH:23][C:19]([C:20](O)=[O:21])=[C:18]([Cl:25])[CH:17]=2)=[CH:4][CH:3]=1.[CH3:28][N:29]1[CH2:34][CH2:33][NH:32][CH2:31][CH2:30]1.C(Cl)CCl.C1C=CC2N(O)N=NC=2C=1.CCN(C(C)C)C(C)C. (2) Given the product [CH2:12]([O:14][C:15]([C:17]1[CH:18]=[N:19][N:20]([C:22]2[NH:31][C:30](=[O:32])[C:29]3[C:28]4[CH2:36][CH2:35][CH2:34][CH2:33][C:27]=4[CH:26]=[CH:25][C:24]=3[N:23]=2)[CH:21]=1)=[O:16])[CH3:13], predict the reactants needed to synthesize it. The reactants are: C1C2CCCCC=2C=CC=1N.[CH2:12]([O:14][C:15]([C:17]1[CH:18]=[N:19][N:20]([C:22]2[NH:31][C:30](=[O:32])[C:29]3[C:24](=[CH:25][C:26]4[CH2:36][CH2:35][CH2:34][CH2:33][C:27]=4[CH:28]=3)[N:23]=2)[CH:21]=1)=[O:16])[CH3:13].